This data is from Experimentally validated miRNA-target interactions with 360,000+ pairs, plus equal number of negative samples. The task is: Binary Classification. Given a miRNA mature sequence and a target amino acid sequence, predict their likelihood of interaction. (1) The miRNA is rno-let-7g-5p with sequence UGAGGUAGUAGUUUGUACAGUU. The protein sequence of the target gene is MLSFFRRTLGRRSMRKHAEKERLREAQRAATHIPAAGDSKSIITCRVSLLDGTDVSVDLPKKAKGQELFDQIMYHLDLIESDYFGLRFMDSAQVAHWLDGTKSIKKQVKIGSPYCLHLRVKFYSSEPNNLREELTRYLFVLQLKQDILSGKLDCPFDTAVQLAAYNLQAELGDYDLAEHSPELVSEFRFVPIQTEEMELAIFEKWKEYRGQTPAQAETNYLNKAKWLEMYGVDMHVVKARDGNDYSLGLTPTGVLVFEGDTKIGLFFWPKITRLDFKKNKLTLVVVEDDDQGKEQEHTFV.... Result: 0 (no interaction). (2) The miRNA is mmu-miR-3057-3p with sequence UCCCACAGGCCCAGCUCAUAGC. The protein sequence of the target gene is MSMTDLLNAEDIKKAVGAFSATDSFDHKKFFQMVGLKKKSADDVKKVFHMLDKDKSGFIEEDELGFILKGFSPDARDLSAKETKMLMAAGDKDGDGKIGVDEFSTLVAES. Result: 0 (no interaction). (3) The miRNA is hsa-miR-4668-5p with sequence AGGGAAAAAAAAAAGGAUUUGUC. The protein sequence of the target gene is MEEGKMDENEWGYHGEGNKSLVVAHAQRCVVLRFLKFPPNRKKTSEEIFQHLQNIVDFGKNVMKEFLGENYVHYGEVVQLPLEFVKQLCLKIQSERPESRCDKDLDTLSGYAMCLPNLTRLQTYRFAEHRPILCVEIKPKCGFIPFSSDVTHEMKHKVCRYCMHQHLKVATGKWKQISKYCPLDLYSGNKQRMHFALKSLLQEAQNNLKIFKNGELIYGCKDARSPVADWSELAHHLKPFFFPSNGLASGPHCTRAVIRELVHVITRVLLSGSDKGRAGTLSPGLGPQGPRVCEASPFSR.... Result: 1 (interaction). (4) The miRNA is hsa-miR-888-3p with sequence GACUGACACCUCUUUGGGUGAA. The protein sequence of the target gene is MGCSSSSTKTRRSDTSLRAALIIQNWYRGYKARLKARQHYALTIFQSIEYADEQGQMQLSTFFSFMLENYTHIHKEELELRNQSLESEQDMRDRWDYVDSIDVPDSYNGPRLQFPLTCTDIDLLLEAFKEQQILHAHYVLEVLFETKKVLKQMPNFTHIQTSPSKEVTICGDLHGKLDDLFLIFYKNGLPSERNPYVFNGDFVDRGKNSIEILMILCVSFLVYPNDLHLNRGNHEDFMMNLRYGFTKEILHKYKLHGKRILQILEEFYAWLPIGTIVDNEILVIHGGISETTDLNLLHRV.... Result: 1 (interaction).